Predict the product of the given reaction. From a dataset of Forward reaction prediction with 1.9M reactions from USPTO patents (1976-2016). (1) Given the reactants [F:1][C:2]1[CH:3]=[N:4][CH:5]=[CH:6][C:7]=1[CH:8]([OH:11])[CH2:9][CH3:10], predict the reaction product. The product is: [F:1][C:2]1[CH:3]=[N:4][CH:5]=[CH:6][C:7]=1[C:8](=[O:11])[CH2:9][CH3:10]. (2) Given the reactants Cl.C(=[N:15][C:16]1[CH:17]=[CH:18][C:19]([F:33])=[C:20]([C@:22]2([CH3:32])[CH2:27][N:26]3[CH:28]=[CH:29][N:30]=[C:25]3[C:24]([NH2:31])=[N:23]2)[CH:21]=1)(C1C=CC=CC=1)C1C=CC=CC=1, predict the reaction product. The product is: [NH2:15][C:16]1[CH:17]=[CH:18][C:19]([F:33])=[C:20]([C@:22]2([CH3:32])[CH2:27][N:26]3[CH:28]=[CH:29][N:30]=[C:25]3[C:24]([NH2:31])=[N:23]2)[CH:21]=1. (3) Given the reactants [O-]CC.[Na+].Cl.[CH3:6][N:7]1[CH2:12][CH2:11][CH:10]([CH2:13][CH2:14][CH2:15][NH:16][C:17]([NH2:19])=[NH:18])[CH2:9][CH2:8]1.[C:20]([C:23](=[CH:26]OCC)[C:24]#[N:25])(=O)[CH3:21], predict the reaction product. The product is: [CH3:21][C:20]1[C:23]([C:24]#[N:25])=[CH:26][N:19]=[C:17]([NH:16][CH2:15][CH2:14][CH2:13][CH:10]2[CH2:9][CH2:8][N:7]([CH3:6])[CH2:12][CH2:11]2)[N:18]=1. (4) Given the reactants [H-].[Na+].[Cl:3][C:4]1[N:9]=[CH:8][N:7]=[C:6]([C:10]([C:12]2[CH:21]=[C:20]([CH3:22])[C:15]3[NH:16][C:17](=[O:19])[O:18][C:14]=3[CH:13]=2)=[O:11])[CH:5]=1.I[CH3:24], predict the reaction product. The product is: [Cl:3][C:4]1[N:9]=[CH:8][N:7]=[C:6]([C:10]([C:12]2[CH:21]=[C:20]([CH3:22])[C:15]3[N:16]([CH3:24])[C:17](=[O:19])[O:18][C:14]=3[CH:13]=2)=[O:11])[CH:5]=1. (5) Given the reactants [Br:1][C:2]1[CH:3]=[C:4]([C:8](=O)[CH2:9][C:10]#[N:11])[CH:5]=[CH:6][CH:7]=1.Cl.[NH2:14][OH:15].CC([O-])=O.[Na+], predict the reaction product. The product is: [Br:1][C:2]1[CH:3]=[C:4]([C:8]2[CH:9]=[C:10]([NH2:11])[O:15][N:14]=2)[CH:5]=[CH:6][CH:7]=1. (6) Given the reactants C([O:8][C:9]1[C:14]([C:15]([CH3:18])([CH3:17])[CH3:16])=[CH:13][CH:12]=[CH:11][C:10]=1[C:19]([C:21]1[C:22]([O:33][CH3:34])=[C:23]([C:27]2[CH:32]=[CH:31][CH:30]=[CH:29][CH:28]=2)[CH:24]=[CH:25][CH:26]=1)=[CH2:20])C1C=CC=CC=1, predict the reaction product. The product is: [C:15]([C:14]1[CH:13]=[CH:12][CH:11]=[C:10]([CH:19]([C:21]2[C:22]([O:33][CH3:34])=[C:23]([C:27]3[CH:28]=[CH:29][CH:30]=[CH:31][CH:32]=3)[CH:24]=[CH:25][CH:26]=2)[CH3:20])[C:9]=1[OH:8])([CH3:16])([CH3:17])[CH3:18]. (7) Given the reactants [Br:1][C:2]1[CH:3]=[C:4]2[C:8](=[CH:9][CH:10]=1)[CH2:7][CH:6]([NH2:11])[CH2:5]2.[C:12]([O:16][C:17](=[O:22])[NH:18][CH2:19][CH:20]=O)([CH3:15])([CH3:14])[CH3:13].[BH-](OC(C)=O)(OC(C)=O)OC(C)=O.[Na+].C(Cl)Cl, predict the reaction product. The product is: [Br:1][C:2]1[CH:3]=[C:4]2[C:8](=[CH:9][CH:10]=1)[CH2:7][CH:6]([NH:11][CH2:20][CH2:19][NH:18][C:17](=[O:22])[O:16][C:12]([CH3:15])([CH3:14])[CH3:13])[CH2:5]2. (8) Given the reactants C([O:5][C:6](=O)[CH2:7][O:8][CH:9]1[C:18]2[CH:19]=[CH:20][CH:21]=[CH:22][C:17]=2[CH2:16][CH2:15][C:14]2[O:13][C:12]([CH3:23])=[N:11][C:10]1=2)(C)(C)C.[H-].[Al+3].[Li+].[H-].[H-].[H-], predict the reaction product. The product is: [CH3:23][C:12]1[O:13][C:14]2[CH2:15][CH2:16][C:17]3[CH:22]=[CH:21][CH:20]=[CH:19][C:18]=3[CH:9]([O:8][CH2:7][CH2:6][OH:5])[C:10]=2[N:11]=1. (9) The product is: [Cl:1][C:2]1[C:7]([C:8]([NH:16][C:15]2[CH:17]=[CH:18][CH:19]=[CH:20][C:14]=2[O:13][CH3:12])=[O:9])=[C:6]([Cl:11])[N:5]=[CH:4][N:3]=1. Given the reactants [Cl:1][C:2]1[C:7]([C:8](Cl)=[O:9])=[C:6]([Cl:11])[N:5]=[CH:4][N:3]=1.[CH3:12][O:13][C:14]1[CH:20]=[CH:19][CH:18]=[CH:17][C:15]=1[NH2:16], predict the reaction product.